This data is from Full USPTO retrosynthesis dataset with 1.9M reactions from patents (1976-2016). The task is: Predict the reactants needed to synthesize the given product. Given the product [C:14]([C:7]1[C:6]([OH:16])=[C:5]([OH:4])[CH:10]=[C:9]([C:11]#[N:12])[C:8]=1[C:28]1[CH:33]=[CH:32][C:31]([CH2:34][C:35]([OH:37])=[O:36])=[CH:30][CH:29]=1)#[N:15], predict the reactants needed to synthesize it. The reactants are: C([O:4][C:5]1[CH:10]=[C:9]([C:11]#[N:12])[C:8](Br)=[C:7]([C:14]#[N:15])[C:6]=1[O:16]C(=O)C)(=O)C.CC1(C)C(C)(C)OB([C:28]2[CH:33]=[CH:32][C:31]([CH2:34][C:35]([O:37]CC)=[O:36])=[CH:30][CH:29]=2)O1.